This data is from Full USPTO retrosynthesis dataset with 1.9M reactions from patents (1976-2016). The task is: Predict the reactants needed to synthesize the given product. (1) Given the product [C:12]([O:11][C:9]([N:7]1[CH2:8][C@@H:4]([F:3])[CH2:5][C@H:6]1[C:16]([OH:18])=[O:17])=[O:10])([CH3:15])([CH3:13])[CH3:14], predict the reactants needed to synthesize it. The reactants are: [OH-].[Na+].[F:3][C@@H:4]1[CH2:8][N:7]([C:9]([O:11][C:12]([CH3:15])([CH3:14])[CH3:13])=[O:10])[C@H:6]([C:16]([O:18]C)=[O:17])[CH2:5]1. (2) Given the product [CH3:20][O:19][C:17](=[O:18])[CH2:16][C:11]1[CH:12]=[C:13]([O:15][CH2:29][C:28]([F:32])([F:31])[F:27])[CH:14]=[C:9]([O:8][CH2:1][C:2]2[CH:3]=[CH:4][CH:5]=[CH:6][CH:7]=2)[CH:10]=1, predict the reactants needed to synthesize it. The reactants are: [CH2:1]([O:8][C:9]1[CH:10]=[C:11]([CH2:16][C:17]([O:19][CH3:20])=[O:18])[CH:12]=[C:13]([OH:15])[CH:14]=1)[C:2]1[CH:7]=[CH:6][CH:5]=[CH:4][CH:3]=1.C(=O)([O-])[O-].[K+].[K+].[F:27][C:28]([F:32])([F:31])[CH2:29]I.O. (3) The reactants are: C(=O)CC[CH2:4][CH2:5][CH3:6].[NH:8]1[CH2:13][CH2:12][CH2:11][CH2:10][CH2:9]1.Cl[CH2:15]Cl.[C:17]([OH:20])(=[O:19])C. Given the product [CH3:15][O:20][C:17](=[O:19])/[C:12](/[C:13]#[N:8])=[CH:11]/[CH2:10][CH2:9][CH2:6][CH2:5][CH3:4], predict the reactants needed to synthesize it. (4) Given the product [CH2:13]([NH:12][C:11]([N:8]([CH2:7][C:6]([OH:21])=[O:5])[NH:9][CH3:10])=[O:20])[C:14]1[CH:15]=[CH:16][CH:17]=[CH:18][CH:19]=1, predict the reactants needed to synthesize it. The reactants are: C([O:5][C:6](=[O:21])[CH2:7][N:8]([C:11](=[O:20])[NH:12][CH2:13][C:14]1[CH:19]=[CH:18][CH:17]=[CH:16][CH:15]=1)[NH:9][CH3:10])(C)(C)C.O1CCOCC1. (5) Given the product [OH:22][C:14]1([C:18]([O:20][CH3:21])=[O:19])[CH2:15][CH2:16][CH2:17][NH:12][CH2:13]1, predict the reactants needed to synthesize it. The reactants are: C([O-])=O.[NH4+].C([N:12]1[CH2:17][CH2:16][CH2:15][C:14]([OH:22])([C:18]([O:20][CH3:21])=[O:19])[CH2:13]1)C1C=CC=CC=1.